Dataset: Catalyst prediction with 721,799 reactions and 888 catalyst types from USPTO. Task: Predict which catalyst facilitates the given reaction. (1) Reactant: [CH3:1][C:2]1[S:6][C:5]([C:7]#[N:8])=[CH:4][CH:3]=1.[Br:9]N1C(=O)CCC1=O.N(C(C)(C)C#N)=NC(C)(C)C#N.S([O-])([O-])(=O)=S.[Na+].[Na+]. Product: [Br:9][CH2:1][C:2]1[S:6][C:5]([C:7]#[N:8])=[CH:4][CH:3]=1. The catalyst class is: 53. (2) Reactant: C[O:2][P:3]([CH2:7][C:8]1[CH:13]=[CH:12][C:11]([CH2:14][N:15]2[N:19]=[N:18][C:17]([C:20]3[CH:25]=[CH:24][CH:23]=[C:22]([C:26]#[C:27][CH2:28][C:29]4[CH:34]=[CH:33][C:32]([F:35])=[CH:31][CH:30]=4)[CH:21]=3)=[N:16]2)=[CH:10][CH:9]=1)(=[O:6])[O:4]C.C[Si](I)(C)C. Product: [F:35][C:32]1[CH:33]=[CH:34][C:29]([CH2:28][C:27]#[C:26][C:22]2[CH:21]=[C:20]([C:17]3[N:18]=[N:19][N:15]([CH2:14][C:11]4[CH:10]=[CH:9][C:8]([CH2:7][P:3](=[O:2])([OH:6])[OH:4])=[CH:13][CH:12]=4)[N:16]=3)[CH:25]=[CH:24][CH:23]=2)=[CH:30][CH:31]=1. The catalyst class is: 2. (3) Reactant: [F:1][C:2]([F:26])([F:25])[C:3]1[CH:8]=[CH:7][C:6]([N:9]2[CH:13]=[CH:12][C:11]([CH2:14][N:15]3[CH2:20][CH2:19][CH:18]([CH2:21][C:22]([OH:24])=O)[CH2:17][CH2:16]3)=[CH:10]2)=[CH:5][CH:4]=1.Cl[Li].Cl.CCN(C(C)C)C(C)C.CN(C(ON1N=NC2C=CC=NC1=2)=[N+](C)C)C.F[P-](F)(F)(F)(F)F.Cl.[S:64]1[C:68]2[CH:69]=[CH:70][CH:71]=[CH:72][C:67]=2[N:66]=[C:65]1[CH2:73][NH2:74]. Product: [S:64]1[C:68]2[CH:69]=[CH:70][CH:71]=[CH:72][C:67]=2[N:66]=[C:65]1[CH2:73][NH:74][C:22](=[O:24])[CH2:21][CH:18]1[CH2:19][CH2:20][N:15]([CH2:14][C:11]2[CH:12]=[CH:13][N:9]([C:6]3[CH:7]=[CH:8][C:3]([C:2]([F:1])([F:26])[F:25])=[CH:4][CH:5]=3)[CH:10]=2)[CH2:16][CH2:17]1. The catalyst class is: 3.